This data is from Full USPTO retrosynthesis dataset with 1.9M reactions from patents (1976-2016). The task is: Predict the reactants needed to synthesize the given product. (1) Given the product [ClH:24].[Cl:25][C:26]1[CH:27]=[C:28]([NH:29][C:22]2[C:23]3[N:15]([CH2:14][CH2:13][O:12][CH2:11][CH2:10][OH:9])[CH:16]=[CH:17][C:18]=3[N:19]=[CH:20][N:21]=2)[CH:30]=[CH:31][C:32]=1[O:33][C:34]1[CH:39]=[CH:38][CH:37]=[C:36]([S:40]([CH:43]([CH3:44])[CH3:45])(=[O:41])=[O:42])[CH:35]=1, predict the reactants needed to synthesize it. The reactants are: C([O:9][CH2:10][CH2:11][O:12][CH2:13][CH2:14][N:15]1[C:23]2[C:22]([Cl:24])=[N:21][CH:20]=[N:19][C:18]=2[CH:17]=[CH:16]1)(=O)C1C=CC=CC=1.[Cl:25][C:26]1[CH:27]=[C:28]([CH:30]=[CH:31][C:32]=1[O:33][C:34]1[CH:39]=[CH:38][CH:37]=[C:36]([S:40]([CH:43]([CH3:45])[CH3:44])(=[O:42])=[O:41])[CH:35]=1)[NH2:29].[OH-].[Na+].Cl.C(OCC)(=O)C. (2) Given the product [CH:19]1[C:20]2[N:8]([C:6]3[N:7]=[C:2]([P:27](=[O:28])([C:29]4[CH:30]=[CH:31][CH:32]=[CH:33][CH:34]=4)[C:21]4[CH:26]=[CH:25][CH:24]=[CH:23][CH:22]=4)[CH:3]=[CH:4][CH:5]=3)[C:9]3[C:14](=[CH:13][CH:12]=[CH:11][CH:10]=3)[C:15]=2[CH:16]=[CH:17][CH:18]=1, predict the reactants needed to synthesize it. The reactants are: Br[C:2]1[N:7]=[C:6]([N:8]2[C:20]3[CH:19]=[CH:18][CH:17]=[CH:16][C:15]=3[C:14]3[C:9]2=[CH:10][CH:11]=[CH:12][CH:13]=3)[CH:5]=[CH:4][CH:3]=1.[C:21]1([P:27](Cl)([C:29]2[CH:34]=[CH:33][CH:32]=[CH:31][CH:30]=2)=[O:28])[CH:26]=[CH:25][CH:24]=[CH:23][CH:22]=1.